The task is: Predict the product of the given reaction.. This data is from Forward reaction prediction with 1.9M reactions from USPTO patents (1976-2016). (1) Given the reactants [CH3:1][O:2][C:3]1[CH:42]=[CH:41][CH:40]=[CH:39][C:4]=1[CH2:5][O:6][CH2:7][CH2:8][CH2:9][O:10][C:11]1[CH:16]=[CH:15][C:14]([CH:17]2[CH2:22][CH2:21][NH:20][CH2:19][CH:18]2[O:23][CH2:24][CH2:25][O:26][C:27]2[CH:32]=[CH:31][CH:30]=[CH:29][C:28]=2[CH2:33][CH2:34][C:35]([O:37][CH3:38])=[O:36])=[CH:13][CH:12]=1.C(=O)(O)[O-].[Na+].Cl[C:49]([O:51][CH2:52][C:53]1[CH:58]=[CH:57][CH:56]=[CH:55][CH:54]=1)=[O:50], predict the reaction product. The product is: [CH3:1][O:2][C:3]1[CH:42]=[CH:41][CH:40]=[CH:39][C:4]=1[CH2:5][O:6][CH2:7][CH2:8][CH2:9][O:10][C:11]1[CH:12]=[CH:13][C:14]([CH:17]2[CH2:22][CH2:21][N:20]([C:49]([O:51][CH2:52][C:53]3[CH:58]=[CH:57][CH:56]=[CH:55][CH:54]=3)=[O:50])[CH2:19][CH:18]2[O:23][CH2:24][CH2:25][O:26][C:27]2[CH:32]=[CH:31][CH:30]=[CH:29][C:28]=2[CH2:33][CH2:34][C:35]([O:37][CH3:38])=[O:36])=[CH:15][CH:16]=1. (2) Given the reactants Cl[C:2]1[C:11]2[C:6](=[CH:7][C:8]([F:12])=[CH:9][CH:10]=2)[N:5]=[C:4]([C:13]2[CH:18]=[CH:17][N:16]=[CH:15][CH:14]=2)[C:3]=1[CH3:19].[O:20]1[CH2:25][CH2:24][N:23]([C:26]2[CH:31]=[C:30]3[NH:32][CH2:33][C:34]4([CH2:39][CH2:38][O:37][CH2:36][CH2:35]4)[C:29]3=[CH:28][CH:27]=2)[CH2:22][CH2:21]1.Cl.O1CCOCC1, predict the reaction product. The product is: [F:12][C:8]1[CH:7]=[C:6]2[C:11]([C:2]([N:32]3[C:30]4[C:29](=[CH:28][CH:27]=[C:26]([N:23]5[CH2:22][CH2:21][O:20][CH2:25][CH2:24]5)[CH:31]=4)[C:34]4([CH2:39][CH2:38][O:37][CH2:36][CH2:35]4)[CH2:33]3)=[C:3]([CH3:19])[C:4]([C:13]3[CH:18]=[CH:17][N:16]=[CH:15][CH:14]=3)=[N:5]2)=[CH:10][CH:9]=1. (3) Given the reactants C(O[C:4]([C:6]1[C:7]([O:26]C(=O)C)=[C:8]2[C:16]([Cl:17])=[CH:15][N:14]([CH2:18][C:19]3[CH:24]=[CH:23][CH:22]=[C:21]([F:25])[CH:20]=3)[C:9]2=[C:10]([C:12]#[N:13])[N:11]=1)=[O:5])C.[NH2:30][CH2:31][C:32]([OH:34])=[O:33].C[O-].[Na+].CO, predict the reaction product. The product is: [Cl:17][C:16]1[C:8]2[C:9](=[C:10]([C:12]#[N:13])[N:11]=[C:6]([C:4]([NH:30][CH2:31][C:32]([OH:34])=[O:33])=[O:5])[C:7]=2[OH:26])[N:14]([CH2:18][C:19]2[CH:24]=[CH:23][CH:22]=[C:21]([F:25])[CH:20]=2)[CH:15]=1. (4) Given the reactants Br[C:2]1[CH:3]=[CH:4][C:5]([F:33])=[C:6]([C@:8]23[CH2:17][O:16][C@@H:15]([C:18]4[CH:19]=[N:20][N:21]([CH3:23])[CH:22]=4)[CH2:14][C@H:13]2[CH2:12][S:11][C:10]([NH:24][C:25](=[O:32])[C:26]2[CH:31]=[CH:30][CH:29]=[CH:28][CH:27]=2)=[N:9]3)[CH:7]=1.[C:34](C1C=CC(F)=C([C@]23CO[C@@H](C4ON=C(C)C=4)C[C@H]2CSC(NC(=O)C2C=CC=CC=2)=N3)C=1)#[N:35], predict the reaction product. The product is: [C:34]([C:2]1[CH:3]=[CH:4][C:5]([F:33])=[C:6]([C@:8]23[CH2:17][O:16][C@@H:15]([C:18]4[CH:19]=[N:20][N:21]([CH3:23])[CH:22]=4)[CH2:14][C@H:13]2[CH2:12][S:11][C:10]([NH:24][C:25](=[O:32])[C:26]2[CH:27]=[CH:28][CH:29]=[CH:30][CH:31]=2)=[N:9]3)[CH:7]=1)#[N:35]. (5) Given the reactants [Br:1][C:2]1[CH:3]=[C:4]([CH:8]=[C:9]([C:11]([F:14])([F:13])[F:12])[CH:10]=1)[C:5](O)=[O:6].C(Cl)(=O)C([Cl:18])=O.CN(C=O)C, predict the reaction product. The product is: [Br:1][C:2]1[CH:3]=[C:4]([CH:8]=[C:9]([C:11]([F:14])([F:13])[F:12])[CH:10]=1)[C:5]([Cl:18])=[O:6]. (6) Given the reactants [F:1][C:2]([F:34])([F:33])[C:3]1[CH:4]=[C:5]([CH:26]=[C:27]([C:29]([F:32])([F:31])[F:30])[CH:28]=1)[CH2:6][NH:7][CH2:8][C:9]1[CH:14]=[C:13]([C:15]([F:18])([F:17])[F:16])[CH:12]=[CH:11][C:10]=1[N:19]([CH2:22][CH2:23][CH2:24][CH3:25])[CH2:20][CH3:21].[Cl:35][C:36]1[CH:41]=[C:40](Cl)[N:39]=[CH:38][N:37]=1.C(N(C(C)C)C(C)C)C.C(OCC)(=O)C, predict the reaction product. The product is: [F:1][C:2]([F:33])([F:34])[C:3]1[CH:4]=[C:5]([CH:26]=[C:27]([C:29]([F:32])([F:31])[F:30])[CH:28]=1)[CH2:6][N:7]([CH2:8][C:9]1[CH:14]=[C:13]([C:15]([F:17])([F:16])[F:18])[CH:12]=[CH:11][C:10]=1[N:19]([CH2:22][CH2:23][CH2:24][CH3:25])[CH2:20][CH3:21])[C:40]1[CH:41]=[C:36]([Cl:35])[N:37]=[CH:38][N:39]=1.